From a dataset of NCI-60 drug combinations with 297,098 pairs across 59 cell lines. Regression. Given two drug SMILES strings and cell line genomic features, predict the synergy score measuring deviation from expected non-interaction effect. Drug 1: CC1=C2C(C(=O)C3(C(CC4C(C3C(C(C2(C)C)(CC1OC(=O)C(C(C5=CC=CC=C5)NC(=O)OC(C)(C)C)O)O)OC(=O)C6=CC=CC=C6)(CO4)OC(=O)C)OC)C)OC. Drug 2: CCN(CC)CCNC(=O)C1=C(NC(=C1C)C=C2C3=C(C=CC(=C3)F)NC2=O)C. Cell line: RPMI-8226. Synergy scores: CSS=30.4, Synergy_ZIP=-4.29, Synergy_Bliss=-10.4, Synergy_Loewe=-34.5, Synergy_HSA=-11.7.